From a dataset of Full USPTO retrosynthesis dataset with 1.9M reactions from patents (1976-2016). Predict the reactants needed to synthesize the given product. (1) Given the product [Cl:40][C:36]1[C:35]([F:41])=[C:34]([C@@H:15]2[C@:16]([C:26]3[CH:31]=[CH:30][C:29]([Cl:32])=[CH:28][C:27]=3[F:33])([C:24]#[N:25])[C@H:17]([CH2:19][C:20]([CH3:21])([CH3:22])[CH3:23])[CH2:18][N:14]2[C:12](=[O:13])[CH2:11][C:8]2[CH:9]=[CH:10][C:5]([C:4]([OH:45])=[O:3])=[C:6]([O:42][CH2:43][CH3:44])[CH:7]=2)[CH:39]=[CH:38][CH:37]=1, predict the reactants needed to synthesize it. The reactants are: C([O:3][C:4](=[O:45])[C:5]1[CH:10]=[CH:9][C:8]([CH2:11][C:12]([N:14]2[CH2:18][C@@H:17]([CH2:19][C:20]([CH3:23])([CH3:22])[CH3:21])[C@@:16]([C:26]3[CH:31]=[CH:30][C:29]([Cl:32])=[CH:28][C:27]=3[F:33])([C:24]#[N:25])[C@H:15]2[C:34]2[CH:39]=[CH:38][CH:37]=[C:36]([Cl:40])[C:35]=2[F:41])=[O:13])=[CH:7][C:6]=1[O:42][CH2:43][CH3:44])C.[Li+].[OH-]. (2) Given the product [CH3:13][O:14][C:15]1[CH:20]=[C:19]([N:6]2[CH:7]=[C:8]([C:9]([O:11][CH3:12])=[O:10])[C:4]([CH:2]([CH3:1])[CH3:3])=[N:5]2)[CH:18]=[CH:17][CH:16]=1, predict the reactants needed to synthesize it. The reactants are: [CH3:1][CH:2]([C:4]1[C:8]([C:9]([O:11][CH3:12])=[O:10])=[CH:7][NH:6][N:5]=1)[CH3:3].[CH3:13][O:14][C:15]1[CH:16]=[C:17](B(O)O)[CH:18]=[CH:19][CH:20]=1.N1C=CC=CC=1. (3) Given the product [CH3:11][O:12][C:13]1[CH:14]=[C:15]([C:2]2[S:6][C:5]3=[N:7][C:8]([CH3:10])=[CH:9][N:4]3[N:3]=2)[CH:16]=[CH:17][C:18]=1[O:19][CH3:20], predict the reactants needed to synthesize it. The reactants are: Br[C:2]1[S:6][C:5]2=[N:7][C:8]([CH3:10])=[CH:9][N:4]2[N:3]=1.[CH3:11][O:12][C:13]1[CH:14]=[C:15](B(O)O)[CH:16]=[CH:17][C:18]=1[O:19][CH3:20].C([O-])([O-])=O.[K+].[K+]. (4) Given the product [Br:1][C:2]1[CH:3]=[CH:4][C:5]([C:8](=[O:19])[CH2:9][N:10]2[CH:14]=[CH:13][CH:12]=[C:11]2[C:15]([OH:17])=[O:16])=[CH:6][CH:7]=1, predict the reactants needed to synthesize it. The reactants are: [Br:1][C:2]1[CH:7]=[CH:6][C:5]([C:8](=[O:19])[CH2:9][N:10]2[CH:14]=[CH:13][CH:12]=[C:11]2[C:15]([O:17]C)=[O:16])=[CH:4][CH:3]=1.O.[OH-].[Li+]. (5) Given the product [C:1]([C:3]1[CH:4]=[CH:5][C:6]([C:9]2[N:13]3[CH:14]=[C:15]([C:18]4[CH:19]=[CH:20][C:21]([C:22]([NH:67][CH2:66][CH2:65][CH:62]5[CH2:63][CH2:64][N:59]([CH3:58])[CH2:60][CH2:61]5)=[O:24])=[CH:25][CH:26]=4)[CH:16]=[CH:17][C:12]3=[N:11][CH:10]=2)=[CH:7][CH:8]=1)#[N:2], predict the reactants needed to synthesize it. The reactants are: [C:1]([C:3]1[CH:8]=[CH:7][C:6]([C:9]2[N:13]3[CH:14]=[C:15]([C:18]4[CH:26]=[CH:25][C:21]([C:22]([OH:24])=O)=[CH:20][CH:19]=4)[CH:16]=[CH:17][C:12]3=[N:11][CH:10]=2)=[CH:5][CH:4]=1)#[N:2].CN(C(ON1N=NC2C=CC=NC1=2)=[N+](C)C)C.F[P-](F)(F)(F)(F)F.CN1CCOCC1.[CH3:58][N:59]1[CH2:64][CH2:63][CH:62]([CH2:65][CH2:66][NH2:67])[CH2:61][CH2:60]1. (6) Given the product [Cl:29][C:2]1[C:11]2[C:6](=[CH:7][C:8]([O:12][CH3:13])=[CH:9][CH:10]=2)[C:5]([N:14]2[CH2:19][CH2:18][NH:17][CH2:16][CH2:15]2)=[CH:4][N:3]=1, predict the reactants needed to synthesize it. The reactants are: O[C:2]1[C:11]2[C:6](=[CH:7][C:8]([O:12][CH3:13])=[CH:9][CH:10]=2)[C:5]([N:14]2[CH2:19][CH2:18][N:17](C(OC(C)(C)C)=O)[CH2:16][CH2:15]2)=[CH:4][N:3]=1.O=P(Cl)(Cl)[Cl:29].